This data is from Reaction yield outcomes from USPTO patents with 853,638 reactions. The task is: Predict the reaction yield, written as a fraction of the theoretical maximum amount of product (1.0 means a 100% yield; for example, 0.34 means a 34% yield). (1) The reactants are [CH3:1][C:2]1([CH3:12])[O:6][C@@H:5]([CH2:7][CH2:8][OH:9])[C:4]([CH3:11])([CH3:10])[O:3]1.C(N(CC)CC)C.[CH3:20][S:21](Cl)(=[O:23])=[O:22].O. The catalyst is ClCCl. The product is [CH3:1][C:2]1([CH3:12])[O:6][C@@H:5]([CH2:7][CH2:8][O:9][S:21]([CH3:20])(=[O:23])=[O:22])[C:4]([CH3:11])([CH3:10])[O:3]1. The yield is 0.620. (2) The reactants are [NH:1]1[CH2:6][CH2:5][O:4][CH2:3][CH2:2]1.Cl[C:8]1[N:13]=[CH:12][C:11]2[C:14](=[C:19]3[C:27]4[C:22](=[CH:23][CH:24]=[CH:25][CH:26]=4)[NH:21][C:20]3=[O:28])[O:15][CH:16]([CH2:17][CH3:18])[C:10]=2[CH:9]=1. The catalyst is C(O)(C)C. The product is [CH2:17]([CH:16]1[C:10]2[CH:9]=[C:8]([N:1]3[CH2:6][CH2:5][O:4][CH2:3][CH2:2]3)[N:13]=[CH:12][C:11]=2[C:14](=[C:19]2[C:27]3[C:22](=[CH:23][CH:24]=[CH:25][CH:26]=3)[NH:21][C:20]2=[O:28])[O:15]1)[CH3:18]. The yield is 0.540. (3) The reactants are CC[CH2:3][CH2:4][CH3:5].[C:6]([Li])([CH3:9])([CH3:8])[CH3:7].[Cl:11][C:12]1[C:20]2[N:19]=[C:18]([NH:21][C:22]3[C:27]([CH3:28])=[CH:26][C:25]([Cl:29])=[CH:24][C:23]=3[O:30][CH3:31])[N:17]([CH3:32])[C:16]=2[C:15]([C:33]([O:35]C)=O)=[CH:14][CH:13]=1.[CH2:37](OCC)C. The catalyst is O. The product is [Cl:11][C:12]1[C:20]2[N:19]=[C:18]([NH:21][C:22]3[C:27]([CH3:28])=[CH:26][C:25]([Cl:29])=[CH:24][C:23]=3[O:30][CH3:31])[N:17]([CH3:32])[C:16]=2[C:15]([C:33]([OH:35])([C:4]([CH3:3])([CH3:5])[CH3:37])[C:6]([CH3:9])([CH3:8])[CH3:7])=[CH:14][CH:13]=1. The yield is 0.0500. (4) The reactants are [CH2:1]1[CH2:6][CH2:5][CH2:4][CH2:3][CH2:2]1.O=O.N#N.[C:11]([OH:14])(=[O:13])[CH3:12]. The catalyst is O.O.O.O.C([O-])(=O)C.[Co+2].C([O-])(=O)C. The product is [C:1]1(=[O:13])[CH2:6][CH2:5][CH2:4][CH2:3][CH2:2]1.[CH:11]1([OH:14])[CH2:12][CH2:3][CH2:2][CH2:1][CH2:6]1.[C:11]([O:14][CH:1]1[CH2:6][CH2:5][CH2:4][CH2:3][CH2:2]1)(=[O:13])[CH3:12]. The yield is 0.282. (5) The reactants are [C:1]1([C:7]2([CH2:13][OH:14])[CH2:12][CH2:11][NH:10][CH2:9][CH2:8]2)[CH:6]=[CH:5][CH:4]=[CH:3][CH:2]=1.C=O.O1CCOC[CH2:18]1.Cl. The catalyst is C(OCC)(=O)C. The product is [NH:10]1[CH2:9][CH2:8][C:7]2([C:1]3[C:2](=[CH:3][CH:4]=[CH:5][CH:6]=3)[CH2:18][O:14][CH2:13]2)[CH2:12][CH2:11]1. The yield is 0.500. (6) The reactants are [C:1]([O:5][CH2:6][CH3:7])(=[O:4])[C:2]#[CH:3].C[Si]([CH:12]=[N+:13]=[N-:14])(C)C.O. The catalyst is C1COCC1. The product is [CH2:6]([O:5][C:1]([C:2]1[CH:3]=[CH:12][NH:13][N:14]=1)=[O:4])[CH3:7]. The yield is 0.940.